This data is from Catalyst prediction with 721,799 reactions and 888 catalyst types from USPTO. The task is: Predict which catalyst facilitates the given reaction. Reactant: [Cl:1][C:2]1[CH:7]=[C:6]([NH:8][C:9]2[CH:17]=[CH:16][C:12]([C:13](O)=[O:14])=[CH:11][CH:10]=2)[C:5]([C:18]2[S:19][C:20]([C:23]([N:25]3[CH2:29][CH2:28][C@@H:27]([OH:30])[CH2:26]3)=[O:24])=[N:21][N:22]=2)=[CH:4][N:3]=1.C[CH2:32][N:33](C(C)C)C(C)C.Cl.CN.CN(C(ON1N=NC2C=CC=NC1=2)=[N+](C)C)C.F[P-](F)(F)(F)(F)F. Product: [Cl:1][C:2]1[CH:7]=[C:6]([NH:8][C:9]2[CH:10]=[CH:11][C:12]([C:13]([NH:33][CH3:32])=[O:14])=[CH:16][CH:17]=2)[C:5]([C:18]2[S:19][C:20]([C:23]([N:25]3[CH2:29][CH2:28][C@@H:27]([OH:30])[CH2:26]3)=[O:24])=[N:21][N:22]=2)=[CH:4][N:3]=1. The catalyst class is: 18.